Dataset: Forward reaction prediction with 1.9M reactions from USPTO patents (1976-2016). Task: Predict the product of the given reaction. Given the reactants [CH3:1][O:2][C:3]1[CH:8]=[C:7]([CH2:9][N:10]2[CH2:15][CH2:14][CH2:13][CH2:12][CH2:11]2)[CH:6]=[CH:5][C:4]=1[OH:16].C([O-])([O-])=O.[Cs+].[Cs+].Br[CH2:24][CH2:25][CH2:26][CH2:27][CH2:28][S:29][C:30]1[C:39]2[C:34](=[CH:35][C:36]([C:40]([F:43])([F:42])[F:41])=[CH:37][CH:38]=2)[N:33]=[CH:32][CH:31]=1, predict the reaction product. The product is: [CH3:1][O:2][C:3]1[CH:8]=[C:7]([CH2:9][N:10]2[CH2:15][CH2:14][CH2:13][CH2:12][CH2:11]2)[CH:6]=[CH:5][C:4]=1[O:16][CH2:24][CH2:25][CH2:26][CH2:27][CH2:28][S:29][C:30]1[C:39]2[C:34](=[CH:35][C:36]([C:40]([F:43])([F:41])[F:42])=[CH:37][CH:38]=2)[N:33]=[CH:32][CH:31]=1.